Task: Predict the product of the given reaction.. Dataset: Forward reaction prediction with 1.9M reactions from USPTO patents (1976-2016) (1) Given the reactants [CH3:1][O:2][C:3]1[CH:4]=[C:5]([CH:21]=[CH:22][C:23]=1[O:24][CH3:25])[CH2:6][CH:7]1[C:16]2[C:11](=[CH:12][C:13]([O:19][CH3:20])=[CH:14][C:15]=2[O:17][CH3:18])[CH2:10][CH2:9][NH:8]1.Br[CH2:27][C:28](Br)=[O:29].[NH2:31][C@@H:32]1[C:40]2[C:35](=[CH:36][CH:37]=[CH:38][CH:39]=2)[CH2:34][C@@H:33]1[OH:41], predict the reaction product. The product is: [CH3:1][O:2][C:3]1[CH:4]=[C:5]([CH:21]=[CH:22][C:23]=1[O:24][CH3:25])[CH2:6][CH:7]1[C:16]2[C:11](=[CH:12][C:13]([O:19][CH3:20])=[CH:14][C:15]=2[O:17][CH3:18])[CH2:10][CH2:9][N:8]1[CH2:27][C:28]([NH:31][C@@H:32]1[C:40]2[C:35](=[CH:36][CH:37]=[CH:38][CH:39]=2)[CH2:34][C@@H:33]1[OH:41])=[O:29]. (2) Given the reactants [CH3:1][O:2][C:3]1[CH:4]=[C:5]2[C:10](=[CH:11][C:12]=1[O:13][CH3:14])[N:9]=[CH:8][CH:7]=[C:6]2[O:15][C:16]1[CH:21]=[CH:20][C:19]([CH3:22])=[CH:18][C:17]=1[CH:23]([OH:26])[CH2:24][CH3:25].C1CCN2C(=NCCC2)CC1.[Cl-].O, predict the reaction product. The product is: [CH3:1][O:2][C:3]1[CH:4]=[C:5]2[C:10](=[CH:11][C:12]=1[O:13][CH3:14])[N:9]=[CH:8][CH:7]=[C:6]2[O:15][C:16]1[CH:21]=[CH:20][C:19]([CH3:22])=[CH:18][C:17]=1[C:23](=[O:26])[CH2:24][CH3:25]. (3) Given the reactants Br[C:2]1[CH:7]=[CH:6][CH:5]=[C:4]([S:8]([C:11]([F:14])([F:13])[F:12])(=[O:10])=[O:9])[CH:3]=1.[N:15]1[CH:20]=[CH:19][C:18](B(O)O)=[CH:17][CH:16]=1.CCO.C([O-])([O-])=O.[Na+].[Na+], predict the reaction product. The product is: [F:12][C:11]([F:14])([F:13])[S:8]([C:4]1[CH:3]=[C:2]([C:18]2[CH:19]=[CH:20][N:15]=[CH:16][CH:17]=2)[CH:7]=[CH:6][CH:5]=1)(=[O:10])=[O:9].